Dataset: Forward reaction prediction with 1.9M reactions from USPTO patents (1976-2016). Task: Predict the product of the given reaction. Given the reactants [CH3:1][NH:2][CH3:3].[CH2:4]([O:8][CH2:9][CH:10]1[CH2:15][CH2:14][C:13](=O)[CH2:12][CH2:11]1)[C:5]#[C:6][CH3:7].Cl.[C-:18]#[N:19].[K+], predict the reaction product. The product is: [CH2:4]([O:8][CH2:9][CH:10]1[CH2:15][CH2:14][C:13]([N:2]([CH3:3])[CH3:1])([C:18]#[N:19])[CH2:12][CH2:11]1)[C:5]#[C:6][CH3:7].